This data is from Reaction yield outcomes from USPTO patents with 853,638 reactions. The task is: Predict the reaction yield, written as a fraction of the theoretical maximum amount of product (1.0 means a 100% yield; for example, 0.34 means a 34% yield). (1) The reactants are [Cl:1][C:2]1[CH:7]=[CH:6][CH:5]=[C:4]([Cl:8])[C:3]=1[C:9]1[C:13]([CH2:14][O:15][C:16]2[CH:17]=[C:18]3[C:22](=[CH:23][CH:24]=2)[N:21](C(C2C=C(C=CC=2)C(OC)=O)=O)[CH:20]=[CH:19]3)=[C:12]([CH:37]([CH3:39])[CH3:38])[O:11][N:10]=1.[OH-].[Li+]. The catalyst is O1CCOCC1. The product is [Cl:1][C:2]1[CH:7]=[CH:6][CH:5]=[C:4]([Cl:8])[C:3]=1[C:9]1[C:13]([CH2:14][O:15][C:16]2[CH:17]=[C:18]3[C:22](=[CH:23][CH:24]=2)[NH:21][CH:20]=[CH:19]3)=[C:12]([CH:37]([CH3:39])[CH3:38])[O:11][N:10]=1. The yield is 0.550. (2) The catalyst is CCOC(C)=O. The reactants are C(Cl)Cl.[C:4]([O:8][C:9]([N:11]1[CH2:14][CH:13]([O:15][C:16]2[CH:17]=[C:18]([C:24]3[CH:29]=[CH:28][CH:27]=[CH:26][C:25]=3[C:30]([F:33])([F:32])[F:31])[CH:19]=[CH:20][C:21]=2[CH:22]=[O:23])[CH2:12]1)=[O:10])([CH3:7])([CH3:6])[CH3:5].C1C=C(Cl)C=C(C(OO)=[O:42])C=1. The yield is 0.370. The product is [C:4]([O:8][C:9]([N:11]1[CH2:12][CH:13]([O:15][C:16]2[CH:17]=[C:18]([C:24]3[CH:29]=[CH:28][CH:27]=[CH:26][C:25]=3[C:30]([F:33])([F:31])[F:32])[CH:19]=[CH:20][C:21]=2[C:22]([OH:42])=[O:23])[CH2:14]1)=[O:10])([CH3:7])([CH3:5])[CH3:6].